The task is: Predict the reactants needed to synthesize the given product.. This data is from Full USPTO retrosynthesis dataset with 1.9M reactions from patents (1976-2016). (1) Given the product [NH2:24][C:5]1[C:4]([N:3]([CH2:27][CH3:28])[CH2:1][CH3:2])=[CH:9][C:8]2[NH:10][C:11]([C:12]3[CH:17]=[CH:16][CH:15]=[CH:14][C:13]=3[O:18][CH3:19])=[N:21][C:7]=2[CH:6]=1, predict the reactants needed to synthesize it. The reactants are: [CH2:1]([N:3]([CH2:27][CH3:28])[C:4]1[C:5]([N+:24]([O-])=O)=[CH:6][C:7]([N+:21]([O-])=O)=[C:8]([NH:10][C:11](=O)[C:12]2[CH:17]=[CH:16][CH:15]=[CH:14][C:13]=2[O:18][CH3:19])[CH:9]=1)[CH3:2].C([O-])=O.[NH4+]. (2) Given the product [Br:1][C:2]1[CH:3]=[C:4]2[C:8](=[CH:9][CH:10]=1)[N:7]([CH:16]1[CH2:17][CH2:18][CH2:19][CH2:20][O:15]1)[N:6]=[C:5]2[C:11]([F:14])([F:13])[F:12], predict the reactants needed to synthesize it. The reactants are: [Br:1][C:2]1[CH:3]=[C:4]2[C:8](=[CH:9][CH:10]=1)[NH:7][N:6]=[C:5]2[C:11]([F:14])([F:13])[F:12].[O:15]1[CH:20]=[CH:19][CH2:18][CH2:17][CH2:16]1.O.C1(C)C=CC(S(O)(=O)=O)=CC=1. (3) Given the product [CH3:1][O:2][C:3](=[O:22])[NH:4][C:5]1[S:6][C:7]2[C:13]([CH:14]3[CH2:19][O:18][CH2:17][CH2:16][O:15]3)=[CH:12][CH:11]=[C:10]([O:20][CH3:21])[C:8]=2[N:9]=1, predict the reactants needed to synthesize it. The reactants are: [CH3:1][O:2][C:3](=[O:22])[NH:4][C:5]1[S:6][C:7]2[C:13]([C:14]3[O:15][CH2:16][CH2:17][O:18][CH:19]=3)=[CH:12][CH:11]=[C:10]([O:20][CH3:21])[C:8]=2[N:9]=1.[H][H]. (4) Given the product [N+:13]([C:12]1[C:7]2[NH:6][C:3](=[S:5])[O:16][C:8]=2[CH:9]=[CH:10][CH:11]=1)([O-:15])=[O:14], predict the reactants needed to synthesize it. The reactants are: [OH-].[K+].[C:3](=[S:5])=S.[NH2:6][C:7]1[C:12]([N+:13]([O-:15])=[O:14])=[CH:11][CH:10]=[CH:9][C:8]=1[OH:16].